Task: Predict the reaction yield, written as a fraction of the theoretical maximum amount of product (1.0 means a 100% yield; for example, 0.34 means a 34% yield).. Dataset: Reaction yield outcomes from USPTO patents with 853,638 reactions (1) The reactants are [OH:1][C:2]1[CH:9]=[CH:8][CH:7]=[CH:6][C:3]=1[CH2:4][OH:5].Cl[CH2:11][C:12]1[CH:17]=[CH:16][C:15]([C:18]2[CH:23]=[CH:22][C:21]([C:24]([F:27])([F:26])[F:25])=[CH:20][CH:19]=2)=[CH:14][CH:13]=1.C(=O)([O-])[O-].[K+].[K+]. The catalyst is C(#N)C. The product is [F:25][C:24]([F:26])([F:27])[C:21]1[CH:20]=[CH:19][C:18]([C:15]2[CH:16]=[CH:17][C:12]([CH2:11][O:1][C:2]3[CH:9]=[CH:8][CH:7]=[CH:6][C:3]=3[CH2:4][OH:5])=[CH:13][CH:14]=2)=[CH:23][CH:22]=1. The yield is 0.890. (2) The reactants are [CH2:1]([O:3][C:4]([C:6]([CH3:34])([O:8][C:9]1[CH:14]=[CH:13][C:12]([CH2:15][CH2:16][CH2:17][C:18]([NH:20][N:21]([CH2:25][C:26]2[CH:31]=[CH:30][CH:29]=[C:28]([O:32][CH3:33])[CH:27]=2)[C:22]([NH2:24])=[O:23])=O)=[CH:11][CH:10]=1)[CH3:7])=[O:5])[CH3:2].C12(CS(O)(=O)=O)C(C)(C)C(CC1)CC2=O. The catalyst is C(OCC)(=O)C. The product is [CH2:1]([O:3][C:4](=[O:5])[C:6]([O:8][C:9]1[CH:14]=[CH:13][C:12]([CH2:15][CH2:16][CH2:17][C:18]2[NH:24][C:22](=[O:23])[N:21]([CH2:25][C:26]3[CH:31]=[CH:30][CH:29]=[C:28]([O:32][CH3:33])[CH:27]=3)[N:20]=2)=[CH:11][CH:10]=1)([CH3:34])[CH3:7])[CH3:2]. The yield is 0.492. (3) The reactants are [Cl:1][C:2]1[CH:3]=[C:4]([C:17]#[CH:18])[C:5]([CH3:16])=[C:6]([NH:8]C(=O)OC(C)(C)C)[CH:7]=1.FC(F)(F)C(O)=O. The catalyst is ClCCl. The product is [Cl:1][C:2]1[CH:3]=[C:4]([C:17]#[CH:18])[C:5]([CH3:16])=[C:6]([CH:7]=1)[NH2:8]. The yield is 0.400. (4) The reactants are C([O:5][C:6](=[O:22])[CH2:7][NH:8][C:9](=[O:21])[C:10]1[CH:15]=[CH:14][C:13]([O:16][C:17]([F:20])([F:19])[F:18])=[CH:12][CH:11]=1)(C)(C)C.FC(F)(F)C(O)=O. The catalyst is ClCCl. The product is [F:18][C:17]([F:19])([F:20])[O:16][C:13]1[CH:12]=[CH:11][C:10]([C:9]([NH:8][CH2:7][C:6]([OH:22])=[O:5])=[O:21])=[CH:15][CH:14]=1. The yield is 1.00. (5) The reactants are [NH2:1][C@@H:2]([C:9]1[CH:14]=[CH:13][CH:12]=[CH:11][C:10]=1[F:15])[CH2:3][C:4]([O:6]CC)=[O:5].[CH3:16][C:17]([O:20][C:21](O[C:21]([O:20][C:17]([CH3:19])([CH3:18])[CH3:16])=[O:22])=[O:22])([CH3:19])[CH3:18]. The catalyst is C1COCC1.O. The product is [C:21]([NH:1][C@@H:2]([C:9]1[CH:14]=[CH:13][CH:12]=[CH:11][C:10]=1[F:15])[CH2:3][C:4]([OH:6])=[O:5])([O:20][C:17]([CH3:19])([CH3:18])[CH3:16])=[O:22]. The yield is 0.860.